From a dataset of Full USPTO retrosynthesis dataset with 1.9M reactions from patents (1976-2016). Predict the reactants needed to synthesize the given product. (1) Given the product [C:1]([CH2:3][C:4]1([N:15]2[CH2:20][CH2:19][CH:18]([N:21]([C@@H:22]3[CH2:24][C@H:23]3[C:25]3[CH:30]=[CH:29][CH:28]=[CH:27][CH:26]=3)[C:42](=[O:43])[C:41]([F:52])([F:51])[F:40])[CH2:17][CH2:16]2)[CH2:5][N:6]([C:8]([O:10][C:11]([CH3:14])([CH3:13])[CH3:12])=[O:9])[CH2:7]1)#[N:2], predict the reactants needed to synthesize it. The reactants are: [C:1]([CH2:3][C:4]1([N:15]2[CH2:20][CH2:19][CH:18]([NH:21][C@@H:22]3[CH2:24][C@H:23]3[C:25]3[CH:30]=[CH:29][CH:28]=[CH:27][CH:26]=3)[CH2:17][CH2:16]2)[CH2:7][N:6]([C:8]([O:10][C:11]([CH3:14])([CH3:13])[CH3:12])=[O:9])[CH2:5]1)#[N:2].C(N(CC)C(C)C)(C)C.[F:40][C:41]([F:52])([F:51])[C:42](O[C:42](=[O:43])[C:41]([F:52])([F:51])[F:40])=[O:43]. (2) Given the product [CH:1]1([CH2:5][N:6]2[C:14]3[CH:13]=[CH:12][C:11]([C:15]([N:17]4[CH2:22][CH2:21][CH:20]([CH3:23])[CH2:19][CH2:18]4)=[O:16])=[CH:10][C:9]=3[C:8]3[CH2:24][NH:25][CH2:26][CH2:27][C:7]2=3)[CH2:4][CH2:3][CH2:2]1.[ClH:35], predict the reactants needed to synthesize it. The reactants are: [CH:1]1([CH2:5][N:6]2[C:14]3[CH:13]=[CH:12][C:11]([C:15]([N:17]4[CH2:22][CH2:21][CH:20]([CH3:23])[CH2:19][CH2:18]4)=[O:16])=[CH:10][C:9]=3[C:8]3[CH2:24][N:25](C(OC(C)(C)C)=O)[CH2:26][CH2:27][C:7]2=3)[CH2:4][CH2:3][CH2:2]1.[ClH:35]. (3) Given the product [Si:22]([O:21][C@@H:14]1[C:15]2[C:20](=[CH:19][CH:18]=[CH:17][CH:16]=2)[NH:11][CH2:12][CH2:13]1)([C:25]([CH3:28])([CH3:27])[CH3:26])([CH3:24])[CH3:23], predict the reactants needed to synthesize it. The reactants are: C(OC([N:11]1[C:20]2[C:15](=[CH:16][CH:17]=[CH:18][CH:19]=2)[C@@H:14]([O:21][Si:22]([C:25]([CH3:28])([CH3:27])[CH3:26])([CH3:24])[CH3:23])[CH2:13][CH2:12]1)=O)C1C=CC=CC=1. (4) Given the product [C:1]([O:5][C:6]([NH:8][CH:9]1[CH2:10][CH2:11][CH:12]([C:15]([NH:18][C:19]2[S:20][C:21]([S:24][CH2:25][C:26]3[O:27][C:28]([C:31]([CH3:34])([CH3:33])[CH3:32])=[CH:29][N:30]=3)=[CH:22][N:23]=2)=[O:17])[CH2:13][CH2:14]1)=[O:7])([CH3:2])([CH3:3])[CH3:4], predict the reactants needed to synthesize it. The reactants are: [C:1]([O:5][C:6]([NH:8][CH:9]1[CH2:14][CH2:13][CH:12]([C:15]([OH:17])=O)[CH2:11][CH2:10]1)=[O:7])([CH3:4])([CH3:3])[CH3:2].[NH2:18][C:19]1[S:20][C:21]([S:24][CH2:25][C:26]2[O:27][C:28]([C:31]([CH3:34])([CH3:33])[CH3:32])=[CH:29][N:30]=2)=[CH:22][N:23]=1.Cl.CN(C)CCCN=C=NCC.